From a dataset of NCI-60 drug combinations with 297,098 pairs across 59 cell lines. Regression. Given two drug SMILES strings and cell line genomic features, predict the synergy score measuring deviation from expected non-interaction effect. (1) Drug 1: CC1C(C(CC(O1)OC2CC(CC3=C2C(=C4C(=C3O)C(=O)C5=C(C4=O)C(=CC=C5)OC)O)(C(=O)C)O)N)O.Cl. Drug 2: C1=CC(=CC=C1CC(C(=O)O)N)N(CCCl)CCCl.Cl. Cell line: CCRF-CEM. Synergy scores: CSS=53.4, Synergy_ZIP=4.19, Synergy_Bliss=8.35, Synergy_Loewe=-9.74, Synergy_HSA=8.84. (2) Drug 1: CC(C)NC(=O)C1=CC=C(C=C1)CNNC.Cl. Drug 2: COCCOC1=C(C=C2C(=C1)C(=NC=N2)NC3=CC=CC(=C3)C#C)OCCOC.Cl. Cell line: MOLT-4. Synergy scores: CSS=-0.990, Synergy_ZIP=2.26, Synergy_Bliss=1.33, Synergy_Loewe=-0.484, Synergy_HSA=-1.91.